This data is from Full USPTO retrosynthesis dataset with 1.9M reactions from patents (1976-2016). The task is: Predict the reactants needed to synthesize the given product. (1) Given the product [C:1]([O:7][CH2:8][C@@H:9]([O:10][C:11]([CH3:14])([CH3:13])[CH3:12])[C:15]1[C:37]([CH3:38])=[CH:36][C:18]2[N:19]=[C:20]([C:22]3[CH:27]=[CH:26][CH:25]=[C:24]([O:28][S:55]([C:58]([F:61])([F:60])[F:59])(=[O:56])=[O:54])[CH:23]=3)[S:21][C:17]=2[C:16]=1[C:39]1[CH:40]=[CH:41][C:42]([Cl:45])=[CH:43][CH:44]=1)(=[O:6])[C:2]([CH3:4])([CH3:3])[CH3:5], predict the reactants needed to synthesize it. The reactants are: [C:1]([O:7][CH2:8][C@H:9]([C:15]1[C:37]([CH3:38])=[CH:36][C:18]2[N:19]=[C:20]([C:22]3[CH:27]=[CH:26][CH:25]=[C:24]([O:28]CC4C=CC=CC=4)[CH:23]=3)[S:21][C:17]=2[C:16]=1[C:39]1[CH:44]=[CH:43][C:42]([Cl:45])=[CH:41][CH:40]=1)[O:10][C:11]([CH3:14])([CH3:13])[CH3:12])(=[O:6])[C:2]([CH3:5])([CH3:4])[CH3:3].[H][H].N1C=CC=CC=1.[O:54](S(C(F)(F)F)(=O)=O)[S:55]([C:58]([F:61])([F:60])[F:59])(=O)=[O:56]. (2) Given the product [CH:37]1([N:28]2[CH2:29][C:30]([F:36])([F:35])[C:31](=[O:34])[N:32]([CH3:33])[C:26]3[CH:25]=[N:24][C:23]([NH:22][C:19]4[CH:20]=[CH:21][C:16]([C:15]([NH:14][CH:11]5[CH2:12][CH2:13][NH:8][CH2:9][CH2:10]5)=[O:44])=[CH:17][C:18]=4[F:43])=[N:42][C:27]2=3)[CH2:38][CH2:39][CH2:40][CH2:41]1, predict the reactants needed to synthesize it. The reactants are: C(OC([N:8]1[CH2:13][CH2:12][CH:11]([NH:14][C:15](=[O:44])[C:16]2[CH:21]=[CH:20][C:19]([NH:22][C:23]3[N:24]=[CH:25][C:26]4[N:32]([CH3:33])[C:31](=[O:34])[C:30]([F:36])([F:35])[CH2:29][N:28]([CH:37]5[CH2:41][CH2:40][CH2:39][CH2:38]5)[C:27]=4[N:42]=3)=[C:18]([F:43])[CH:17]=2)[CH2:10][CH2:9]1)=O)(C)(C)C.FC(F)(F)C(O)=O. (3) The reactants are: [CH3:1][O:2][C:3]1[CH:22]=[CH:21][C:6]([CH2:7][C@@H:8]2[C:12]3=[N:13][C:14]4[CH:19]=[CH:18][CH:17]=[CH:16][C:15]=4[N:11]3[C:10](=[O:20])[NH:9]2)=[CH:5][CH:4]=1.[NH2:23][C@@H:24]1[CH2:29][CH2:28][CH2:27][CH2:26][C@H:25]1[C:30]([O:32][CH2:33][CH3:34])=[O:31]. Given the product [NH:13]1[C:14]2[CH:19]=[CH:18][CH:17]=[CH:16][C:15]=2[N:11]=[C:12]1[C@H:8]([NH:9][C:10](=[O:20])[NH:23][C@@H:24]1[CH2:29][CH2:28][CH2:27][CH2:26][C@H:25]1[C:30]([O:32][CH2:33][CH3:34])=[O:31])[CH2:7][C:6]1[CH:21]=[CH:22][C:3]([O:2][CH3:1])=[CH:4][CH:5]=1, predict the reactants needed to synthesize it. (4) Given the product [Cl:1][C:2]1[CH:12]=[C:11]([Cl:13])[CH:10]=[CH:9][C:3]=1[O:4][CH2:5][CH2:6][OH:7], predict the reactants needed to synthesize it. The reactants are: [Cl:1][C:2]1[CH:12]=[C:11]([Cl:13])[CH:10]=[CH:9][C:3]=1[O:4][CH2:5][C:6](O)=[O:7]. (5) Given the product [CH:24]1[C:33]2[C:28](=[CH:29][CH:30]=[CH:31][CH:32]=2)[CH:27]=[CH:26][C:25]=1[S:34][C:10]1[NH:11][C:7]([C:1]2[CH:6]=[CH:5][CH:4]=[CH:3][CH:2]=2)=[CH:8][C:9]=1[C:12]#[N:13], predict the reactants needed to synthesize it. The reactants are: [C:1]1([C:7](=O)[CH2:8][CH:9]([C:12]#[N:13])[C:10]#[N:11])[CH:6]=[CH:5][CH:4]=[CH:3][CH:2]=1.C(N(CC)CC)C.CO.[CH:24]1[C:33]2[C:28](=[CH:29][CH:30]=[CH:31][CH:32]=2)[CH:27]=[CH:26][C:25]=1[SH:34].